Dataset: Full USPTO retrosynthesis dataset with 1.9M reactions from patents (1976-2016). Task: Predict the reactants needed to synthesize the given product. (1) Given the product [Cl:1][C:2]1[CH:3]=[C:4]([CH:7]=[C:8]([O:10][C:11]2[C:16](=[O:17])[N:15]([CH2:32][C:23]3[CH:22]=[CH:21][C:20](=[O:19])[N:25]([CH:26]4[CH2:31][CH2:30][CH2:29][CH2:28][O:27]4)[N:24]=3)[CH:14]=[N:13][C:12]=2[CH3:18])[CH:9]=1)[C:5]#[N:6], predict the reactants needed to synthesize it. The reactants are: [Cl:1][C:2]1[CH:3]=[C:4]([CH:7]=[C:8]([O:10][C:11]2[C:16](=[O:17])[NH:15][CH:14]=[N:13][C:12]=2[CH3:18])[CH:9]=1)[C:5]#[N:6].[O:19]=[C:20]1[N:25]([CH:26]2[CH2:31][CH2:30][CH2:29][CH2:28][O:27]2)[N:24]=[C:23]([CH2:32]OS(C2C=CC(C)=CC=2)(=O)=O)[CH:22]=[C:21]1C(F)(F)F.C(=O)([O-])[O-].[K+].[K+]. (2) The reactants are: [S:1]1[CH:5]=[CH:4][C:3]2[S:6][CH:7]=[CH:8][C:2]1=2.[Li]CCCC.C(O[B:18]1[O:22][C:21]([CH3:24])([CH3:23])[C:20]([CH3:26])([CH3:25])[O:19]1)(C)C.[Cl-].[NH4+]. Given the product [CH3:25][C:20]1([CH3:26])[C:21]([CH3:24])([CH3:23])[O:22][B:18]([C:5]2[S:1][C:2]3[CH:8]=[CH:7][S:6][C:3]=3[CH:4]=2)[O:19]1, predict the reactants needed to synthesize it. (3) Given the product [CH:1]1([CH2:5][NH:6][C:7]([C:9]2[C:14]([NH:15][C:16]([C:18]3[C:27]4[C:22](=[CH:23][CH:24]=[CH:25][CH:26]=4)[C:21]([CH2:28][N:29]4[CH:33]=[CH:32][N:31]=[N:30]4)=[CH:20][CH:19]=3)=[O:17])=[CH:13][CH:12]=[C:11]([OH:34])[N:10]=2)=[O:8])[CH2:4][CH2:3][CH2:2]1, predict the reactants needed to synthesize it. The reactants are: [CH:1]1([CH2:5][NH:6][C:7]([C:9]2[C:14]([NH:15][C:16]([C:18]3[C:27]4[C:22](=[CH:23][CH:24]=[CH:25][CH:26]=4)[C:21]([CH2:28][N:29]4[CH:33]=[CH:32][N:31]=[N:30]4)=[CH:20][CH:19]=3)=[O:17])=[CH:13][CH:12]=[C:11]([O:34]C)[N:10]=2)=[O:8])[CH2:4][CH2:3][CH2:2]1.Cl.N1C=CC=CC=1. (4) Given the product [CH3:75][C:74]([CH3:77])([CH3:76])[C@H:73]([NH:78][C:11](=[O:13])[C@H:10]([CH2:9][CH2:8][CH2:7][C:1]1[CH:2]=[CH:3][CH:4]=[CH:5][CH:6]=1)[C@@H:14]([N:16]([CH:24]=[O:25])[O:17][CH:18]1[CH2:23][CH2:22][CH2:21][CH2:20][O:19]1)[CH3:15])[C:72](=[O:79])[NH:71][CH3:70], predict the reactants needed to synthesize it. The reactants are: [C:1]1([CH2:7][CH2:8][CH2:9][C@H:10]([C@@H:14]([N:16]([CH:24]=[O:25])[O:17][CH:18]2[CH2:23][CH2:22][CH2:21][CH2:20][O:19]2)[CH3:15])[C:11]([OH:13])=O)[CH:6]=[CH:5][CH:4]=[CH:3][CH:2]=1.CN([P+](ON1N=NC2C=CC=CC1=2)(N(C)C)N(C)C)C.F[P-](F)(F)(F)(F)F.C1C=CC2N(O)N=NC=2C=1.CN1CCOCC1.[CH3:70][NH:71][C:72](=[O:79])[C@@H:73]([NH2:78])[C:74]([CH3:77])([CH3:76])[CH3:75]. (5) Given the product [CH2:1]([NH:8][C:9]([C:11]1[CH:12]=[C:13]2[C:21](=[CH:22][CH:23]=1)[NH:20][C:19]1[CH:18]([NH:31][CH:25]3[CH2:30][CH2:29][CH2:28][CH2:27][CH2:26]3)[CH2:17][CH2:16][CH2:15][C:14]2=1)=[O:10])[C:2]1[CH:7]=[CH:6][CH:5]=[CH:4][CH:3]=1, predict the reactants needed to synthesize it. The reactants are: [CH2:1]([NH:8][C:9]([C:11]1[CH:12]=[C:13]2[C:21](=[CH:22][CH:23]=1)[NH:20][C:19]1[C:18](=O)[CH2:17][CH2:16][CH2:15][C:14]2=1)=[O:10])[C:2]1[CH:7]=[CH:6][CH:5]=[CH:4][CH:3]=1.[CH:25]1([NH2:31])[CH2:30][CH2:29][CH2:28][CH2:27][CH2:26]1.C1(C)C(S(O)(=O)=O)=CC=CC=1.[BH4-].[Na+]. (6) Given the product [N:8]1[CH:13]=[CH:12][CH:11]=[C:10]([CH2:14][NH:15][C:43]([C:42]2[CH:41]=[CH:40][C:39]([C:35]3[O:36][C:37]([CH3:38])=[C:33]([CH2:32][S:29]([CH:26]4[CH2:27][CH2:28][N:23]([C:21]([O:20][C:16]([CH3:18])([CH3:17])[CH3:19])=[O:22])[CH2:24][CH2:25]4)(=[O:30])=[O:31])[N:34]=3)=[CH:47][CH:46]=2)=[O:44])[CH:9]=1, predict the reactants needed to synthesize it. The reactants are: C(N(CC)CC)C.[N:8]1[CH:13]=[CH:12][CH:11]=[C:10]([CH2:14][NH2:15])[CH:9]=1.[C:16]([O:20][C:21]([N:23]1[CH2:28][CH2:27][CH:26]([S:29]([CH2:32][C:33]2[N:34]=[C:35]([C:39]3[CH:47]=[CH:46][C:42]([C:43](O)=[O:44])=[CH:41][CH:40]=3)[O:36][C:37]=2[CH3:38])(=[O:31])=[O:30])[CH2:25][CH2:24]1)=[O:22])([CH3:19])([CH3:18])[CH3:17].CCN=C=NCCCN(C)C.C1C=CC2N(O)N=NC=2C=1. (7) Given the product [CH3:2][C:1]1[S:32][C:6]([C:8]2[N:9]=[N:10][C:11]([N:14]3[CH2:19][CH2:18][CH:17]([CH2:20][C:21]4[CH:26]=[CH:25][CH:24]=[CH:23][C:22]=4[C:27]([F:30])([F:29])[F:28])[CH2:16][CH2:15]3)=[CH:12][CH:13]=2)=[N:5][N:4]=1, predict the reactants needed to synthesize it. The reactants are: [C:1]([NH:4][NH:5][C:6]([C:8]1[N:9]=[N:10][C:11]([N:14]2[CH2:19][CH2:18][CH:17]([CH2:20][C:21]3[CH:26]=[CH:25][CH:24]=[CH:23][C:22]=3[C:27]([F:30])([F:29])[F:28])[CH2:16][CH2:15]2)=[CH:12][CH:13]=1)=O)(=O)[CH3:2].P12(SP3(SP(SP(S3)(S1)=S)(=S)S2)=S)=[S:32].CS(C)=O. (8) Given the product [CH3:14][O:15][C:16]1[CH:21]=[CH:20][CH:19]=[C:18]([C:22]([N:24]2[CH2:28][CH2:27][CH2:26][CH2:25]2)=[O:23])[C:17]=1[B:30]([OH:33])[OH:31], predict the reactants needed to synthesize it. The reactants are: [Li]C(CC)C.CN(CCN(C)C)C.[CH3:14][O:15][C:16]1[CH:17]=[C:18]([C:22]([N:24]2[CH2:28][CH2:27][CH2:26][CH2:25]2)=[O:23])[CH:19]=[CH:20][CH:21]=1.[Li].[B:30](OC)([O:33]C)[O:31]C. (9) The reactants are: [C:1]([N:8]1[CH:12]=[CH:11]N=C1)([N:3]1[CH:7]=[CH:6]N=[CH:4]1)=[O:2].[Cl:13][C:14]1[CH:21]=[C:20]([S:22]([CH3:25])(=[O:24])=[O:23])[CH:19]=[CH:18]C=1CN.C(N(C(C)C)CC)(C)C.[ClH:35].F[C:37]1[CH:49]=[CH:48][C:40]([O:41][CH:42]2[CH2:47]CNCC2)=[CH:39][CH:38]=1. Given the product [Cl:13][C:14]1[CH:21]=[C:20]([S:22]([CH3:25])(=[O:24])=[O:23])[CH:19]=[CH:18][C:11]=1[CH2:12][NH:8][C:1]([N:3]1[CH2:4][CH2:47][CH:42]([O:41][C:40]2[CH:39]=[CH:38][C:37]([Cl:35])=[CH:49][CH:48]=2)[CH2:6][CH2:7]1)=[O:2], predict the reactants needed to synthesize it.